Dataset: Catalyst prediction with 721,799 reactions and 888 catalyst types from USPTO. Task: Predict which catalyst facilitates the given reaction. Product: [Br:1][C:2]1[C:3]([F:9])=[CH:4][CH:5]=[C:6]([Cl:8])[C:7]=1[CH:20]=[O:21]. The catalyst class is: 7. Reactant: [Br:1][C:2]1[CH:7]=[C:6]([Cl:8])[CH:5]=[CH:4][C:3]=1[F:9].C([N-]C(C)C)(C)C.[Li+].CN(C)[CH:20]=[O:21].